Dataset: Full USPTO retrosynthesis dataset with 1.9M reactions from patents (1976-2016). Task: Predict the reactants needed to synthesize the given product. (1) Given the product [C:1]([O:5][C:6](=[O:7])[NH:8][C@H:9]1[CH2:14][CH2:13][C@H:12]([O:15][CH2:16][C:17](=[O:19])[NH2:22])[CH2:11][CH2:10]1)([CH3:4])([CH3:3])[CH3:2], predict the reactants needed to synthesize it. The reactants are: [C:1]([O:5][C:6]([NH:8][C@H:9]1[CH2:14][CH2:13][C@H:12]([O:15][CH2:16][C:17]([OH:19])=O)[CH2:11][CH2:10]1)=[O:7])([CH3:4])([CH3:3])[CH3:2].C([N:22](CC)CC)C.ClC(OCC)=O.[OH-].[NH4+]. (2) Given the product [F:38][C:37]([F:40])([F:39])[S:34]([O:32][C:18]1[CH:19]=[C:20]2[C:15](=[CH:16][CH:17]=1)[C:14](=[O:33])[N:13]([CH2:10][CH:11]=[CH2:12])[C:22]([C:23]#[N:24])=[C:21]2[C:25]1[CH:30]=[CH:29][CH:28]=[C:27]([F:31])[CH:26]=1)(=[O:36])=[O:35], predict the reactants needed to synthesize it. The reactants are: C(N(C(C)C)CC)(C)C.[CH2:10]([N:13]1[C:22]([C:23]#[N:24])=[C:21]([C:25]2[CH:30]=[CH:29][CH:28]=[C:27]([F:31])[CH:26]=2)[C:20]2[C:15](=[CH:16][CH:17]=[C:18]([OH:32])[CH:19]=2)[C:14]1=[O:33])[CH:11]=[CH2:12].[S:34](O[S:34]([C:37]([F:40])([F:39])[F:38])(=[O:36])=[O:35])([C:37]([F:40])([F:39])[F:38])(=[O:36])=[O:35].